From a dataset of Full USPTO retrosynthesis dataset with 1.9M reactions from patents (1976-2016). Predict the reactants needed to synthesize the given product. (1) Given the product [CH2:26]([NH:29][C:3](=[O:25])[CH2:4][CH2:5][C:6](=[O:24])[C:7]1[CH:8]=[CH:9][C:10]([C:13]2[CH:14]=[CH:15][C:16]([O:19][C:20]([F:22])([F:23])[F:21])=[CH:17][CH:18]=2)=[CH:11][CH:12]=1)[CH:27]=[CH2:28], predict the reactants needed to synthesize it. The reactants are: CO[C:3](=[O:25])[CH2:4][CH2:5][C:6](=[O:24])[C:7]1[CH:12]=[CH:11][C:10]([C:13]2[CH:18]=[CH:17][C:16]([O:19][C:20]([F:23])([F:22])[F:21])=[CH:15][CH:14]=2)=[CH:9][CH:8]=1.[CH2:26]([NH2:29])[CH:27]=[CH2:28].[Cl-].[NH4+]. (2) Given the product [CH2:13]([O:11][C:10]1[CH:9]=[CH:8][C:5]([CH:6]=[O:7])=[CH:4][C:3]=1[O:2][CH3:1])[CH3:14], predict the reactants needed to synthesize it. The reactants are: [CH3:1][O:2][C:3]1[CH:4]=[C:5]([CH:8]=[CH:9][C:10]=1[OH:11])[CH:6]=[O:7].Br[CH2:13][CH2:14]C.OC1C=CC(C=O)=CC=1. (3) Given the product [CH2:1]([C:3]([OH:35])([CH2:33][CH3:34])[CH2:4][CH2:5][C:6]1[CH:11]=[CH:10][C:9]([C:12]([CH2:30][CH3:31])([C:15]2[CH:20]=[CH:19][C:18]([B:21]3[O:25][C:24]([CH3:26])([CH3:27])[C:23]([CH3:29])([CH3:28])[O:22]3)=[CH:17][CH:16]=2)[CH2:13][CH3:14])=[CH:8][C:7]=1[CH3:32])[CH3:2], predict the reactants needed to synthesize it. The reactants are: [CH2:1]([C:3]([OH:35])([CH2:33][CH3:34])/[CH:4]=[CH:5]/[C:6]1[CH:11]=[CH:10][C:9]([C:12]([CH2:30][CH3:31])([C:15]2[CH:20]=[CH:19][C:18]([B:21]3[O:25][C:24]([CH3:27])([CH3:26])[C:23]([CH3:29])([CH3:28])[O:22]3)=[CH:17][CH:16]=2)[CH2:13][CH3:14])=[CH:8][C:7]=1[CH3:32])[CH3:2].[H][H].